Task: Regression/Classification. Given a drug SMILES string, predict its absorption, distribution, metabolism, or excretion properties. Task type varies by dataset: regression for continuous measurements (e.g., permeability, clearance, half-life) or binary classification for categorical outcomes (e.g., BBB penetration, CYP inhibition). Dataset: cyp3a4_veith.. Dataset: CYP3A4 inhibition data for predicting drug metabolism from PubChem BioAssay The compound is C[C@@H]1C(=O)N(C)C(=O)c2nc[nH]c21. The result is 0 (non-inhibitor).